From a dataset of Reaction yield outcomes from USPTO patents with 853,638 reactions. Predict the reaction yield, written as a fraction of the theoretical maximum amount of product (1.0 means a 100% yield; for example, 0.34 means a 34% yield). (1) The reactants are [NH2:1][CH2:2][CH:3]([CH3:7])[CH:4]([OH:6])[CH3:5].[C:8](O[C:8]([O:10][C:11]([CH3:14])([CH3:13])[CH3:12])=[O:9])([O:10][C:11]([CH3:14])([CH3:13])[CH3:12])=[O:9]. The catalyst is C(Cl)Cl. The product is [OH:6][CH:4]([CH3:5])[CH:3]([CH3:7])[CH2:2][NH:1][C:8](=[O:9])[O:10][C:11]([CH3:14])([CH3:13])[CH3:12]. The yield is 0.730. (2) The reactants are [Cl:1][CH2:2][CH2:3][CH2:4][CH:5]([C:26]1[CH:31]=[CH:30][CH:29]=[C:28]([C:32]([F:35])([F:34])[F:33])[CH:27]=1)[C:6]([NH:8][NH:9][C:10](=O)[C:11]1[CH:16]=[CH:15][C:14]([C:17]2[O:21][C:20]([CH3:22])=[N:19][CH:18]=2)=[C:13]([O:23][CH3:24])[CH:12]=1)=[O:7].C(Cl)(Cl)(Cl)Cl.C1(P(C2C=CC=CC=2)C2C=CC=CC=2)C=CC=CC=1. The catalyst is C(#N)C. The product is [Cl:1][CH2:2][CH2:3][CH2:4][CH:5]([C:6]1[O:7][C:10]([C:11]2[CH:16]=[CH:15][C:14]([C:17]3[O:21][C:20]([CH3:22])=[N:19][CH:18]=3)=[C:13]([O:23][CH3:24])[CH:12]=2)=[N:9][N:8]=1)[C:26]1[CH:31]=[CH:30][CH:29]=[C:28]([C:32]([F:34])([F:35])[F:33])[CH:27]=1. The yield is 0.810. (3) The reactants are Cl[C:2]1[N:3]=[C:4]([C:12]([C:14]2[S:15][CH:16]=[CH:17][CH:18]=2)=[O:13])[C:5]2[S:10][C:9]([Cl:11])=[CH:8][C:6]=2[N:7]=1.[N:19]1[CH:24]=[CH:23][CH:22]=[C:21]([CH2:25][NH2:26])[CH:20]=1. The catalyst is C(O)CCC. The product is [Cl:11][C:9]1[S:10][C:5]2[C:4]([C:12]([C:14]3[S:15][CH:16]=[CH:17][CH:18]=3)=[O:13])=[N:3][C:2]([NH:26][CH2:25][C:21]3[CH:20]=[N:19][CH:24]=[CH:23][CH:22]=3)=[N:7][C:6]=2[CH:8]=1. The yield is 0.380. (4) The reactants are [NH2:1][C:2]1[N:6]([C:7]2[CH:12]=[C:11]([NH:13][C:14]3[CH:19]=[CH:18][CH:17]=[CH:16][CH:15]=3)[N:10]=[C:9]([C:20]#[N:21])[N:8]=2)[N:5]=[C:4]([NH:22][C:23]2[CH:28]=[CH:27][CH:26]=[CH:25][CH:24]=2)[N:3]=1.C([O-])([O-])=[O:30].[K+].[K+]. The catalyst is CS(C)=O.OO. The product is [NH2:1][C:2]1[N:6]([C:7]2[CH:12]=[C:11]([NH:13][C:14]3[CH:15]=[CH:16][CH:17]=[CH:18][CH:19]=3)[N:10]=[C:9]([C:20]([NH2:21])=[O:30])[N:8]=2)[N:5]=[C:4]([NH:22][C:23]2[CH:28]=[CH:27][CH:26]=[CH:25][CH:24]=2)[N:3]=1. The yield is 0.610.